This data is from Forward reaction prediction with 1.9M reactions from USPTO patents (1976-2016). The task is: Predict the product of the given reaction. (1) Given the reactants Cl.[O:2]=[C:3]1[NH:12][C:11]2[N:10]=[CH:9][C:8](/[CH:13]=[CH:14]/[C:15]([OH:17])=O)=[CH:7][C:6]=2[CH2:5][CH2:4]1.Cl.[CH3:19][C:20]1[O:24][N:23]=[C:22]([CH:25]2[CH2:30][CH2:29][CH2:28][CH2:27][NH:26]2)[N:21]=1.CCN(C(C)C)C(C)C.CCN=C=NCCCN(C)C, predict the reaction product. The product is: [CH3:19][C:20]1[O:24][N:23]=[C:22]([CH:25]2[CH2:30][CH2:29][CH2:28][CH2:27][N:26]2[C:15](=[O:17])/[CH:14]=[CH:13]/[C:8]2[CH:7]=[C:6]3[C:11](=[N:10][CH:9]=2)[NH:12][C:3](=[O:2])[CH2:4][CH2:5]3)[N:21]=1. (2) Given the reactants [SH:1][C:2]1[CH:7]=[CH:6][C:5]([OH:8])=[CH:4][CH:3]=1.[OH2:9], predict the reaction product. The product is: [OH:8][C:5]1[CH:6]=[CH:7][C:2]([S:1][S:1][C:2]2[CH:7]=[CH:6][C:5]([OH:9])=[CH:4][CH:3]=2)=[CH:3][CH:4]=1.